The task is: Regression/Classification. Given a drug SMILES string, predict its absorption, distribution, metabolism, or excretion properties. Task type varies by dataset: regression for continuous measurements (e.g., permeability, clearance, half-life) or binary classification for categorical outcomes (e.g., BBB penetration, CYP inhibition). Dataset: cyp2c19_veith.. This data is from CYP2C19 inhibition data for predicting drug metabolism from PubChem BioAssay. (1) The drug is COc1ccc(-n2c(=O)cnc3cnc(N4CCOCC4)nc32)cc1. The result is 0 (non-inhibitor). (2) The compound is Cc1ccc(C(=O)/C=C/c2c[nH]c3ccccc23)cc1. The result is 1 (inhibitor). (3) The compound is c1ccc(CSCCc2ccncc2)cc1. The result is 1 (inhibitor). (4) The molecule is Cc1noc(C)c1-c1ccc2ncnc(NCCN3CCOCC3)c2c1. The result is 0 (non-inhibitor). (5) The drug is CCOc1ccc(OCc2ccc(C(=O)N3CCc4ccccc4C3)o2)cc1. The result is 1 (inhibitor). (6) The compound is COc1ccc(Nc2ncc(C(=O)N3CCN(Cc4ccccc4)CC3)c3ccccc23)cc1. The result is 1 (inhibitor).